From a dataset of Full USPTO retrosynthesis dataset with 1.9M reactions from patents (1976-2016). Predict the reactants needed to synthesize the given product. (1) Given the product [Br:1][C:2]1[CH:7]=[CH:6][C:5]([S:8]([N:11]2[CH2:18][CH2:17][C:14]([CH2:15][NH:25][CH2:19][C:20]3[O:24][CH:23]=[CH:22][CH:21]=3)([OH:16])[CH2:13][CH2:12]2)(=[O:10])=[O:9])=[CH:4][CH:3]=1, predict the reactants needed to synthesize it. The reactants are: [Br:1][C:2]1[CH:7]=[CH:6][C:5]([S:8]([N:11]2[CH2:18][CH2:17][C:14]3([O:16][CH2:15]3)[CH2:13][CH2:12]2)(=[O:10])=[O:9])=[CH:4][CH:3]=1.[CH2:19]([NH2:25])[C:20]1[O:24][CH:23]=[CH:22][CH:21]=1.[Al]. (2) Given the product [F:1][C:2]1[C:3]([NH:13][C:23]([NH:22][CH2:21][C:20]2[CH:19]=[CH:18][C:17]([O:16][C:15]([F:14])([F:28])[F:27])=[CH:26][CH:25]=2)=[O:24])=[C:4]2[C:9](=[CH:10][CH:11]=1)[CH:8]=[N:7][C:6]([CH3:12])=[CH:5]2, predict the reactants needed to synthesize it. The reactants are: [F:1][C:2]1[CH:11]=[CH:10][C:9]2[CH:8]=[N:7][C:6]([CH3:12])=[CH:5][C:4]=2[C:3]=1[NH2:13].[F:14][C:15]([F:28])([F:27])[O:16][C:17]1[CH:26]=[CH:25][C:20]([CH2:21][N:22]=[C:23]=[O:24])=[CH:19][CH:18]=1.